Dataset: Catalyst prediction with 721,799 reactions and 888 catalyst types from USPTO. Task: Predict which catalyst facilitates the given reaction. (1) Reactant: [Cl:1][C:2]1[CH:11]=[CH:10][C:5]2[N:6]=[C:7]([NH2:9])[S:8][C:4]=2[CH:3]=1.O.[NH2:13]N.Cl. Product: [Cl:1][C:2]1[CH:11]=[CH:10][C:5]2[N:6]=[C:7]([NH:9][NH2:13])[S:8][C:4]=2[CH:3]=1. The catalyst class is: 196. (2) Reactant: [CH:1]1([S:4][C:5]2[CH:35]=[CH:34][C:8]([CH2:9][NH:10][C:11]([C:13]3[C:18](=[O:19])[C:17]([C:20]4[CH:25]=[CH:24][CH:23]=[C:22]([C:26]([F:29])([F:28])[F:27])[CH:21]=4)=[C:16]([CH3:30])[N:15]([CH:31]([CH3:33])[CH3:32])[CH:14]=3)=[O:12])=[CH:7][CH:6]=2)[CH2:3][CH2:2]1.[N:36]#[C:37][NH2:38].BrN1C(=O)CCC1=O.CC(C)([O-])C.[K+].S([O-])([O-])(=O)=S.[Na+].[Na+]. Product: [CH:1]1([S:4]([C:5]2[CH:35]=[CH:34][C:8]([CH2:9][NH:10][C:11]([C:13]3[C:18](=[O:19])[C:17]([C:20]4[CH:25]=[CH:24][CH:23]=[C:22]([C:26]([F:29])([F:28])[F:27])[CH:21]=4)=[C:16]([CH3:30])[N:15]([CH:31]([CH3:32])[CH3:33])[CH:14]=3)=[O:12])=[CH:7][CH:6]=2)=[N:38][C:37]#[N:36])[CH2:2][CH2:3]1. The catalyst class is: 5.